This data is from Peptide-MHC class I binding affinity with 185,985 pairs from IEDB/IMGT. The task is: Regression. Given a peptide amino acid sequence and an MHC pseudo amino acid sequence, predict their binding affinity value. This is MHC class I binding data. (1) The peptide sequence is PSSGRGGNYP. The MHC is HLA-B27:05 with pseudo-sequence HLA-B27:05. The binding affinity (normalized) is 0. (2) The peptide sequence is FALLAGFMAY. The MHC is HLA-B53:01 with pseudo-sequence HLA-B53:01. The binding affinity (normalized) is 0.255. (3) The peptide sequence is SISGVLWTV. The MHC is HLA-A68:02 with pseudo-sequence HLA-A68:02. The binding affinity (normalized) is 0.842. (4) The peptide sequence is KRWIIMGLNK. The MHC is HLA-A02:02 with pseudo-sequence HLA-A02:02. The binding affinity (normalized) is 0. (5) The peptide sequence is EVVGSYIRY. The MHC is HLA-A02:01 with pseudo-sequence HLA-A02:01. The binding affinity (normalized) is 0.0847. (6) The peptide sequence is EPSGNNYHI. The MHC is HLA-B54:01 with pseudo-sequence HLA-B54:01. The binding affinity (normalized) is 0.319. (7) The peptide sequence is KQLPPLAAW. The MHC is HLA-A68:02 with pseudo-sequence HLA-A68:02. The binding affinity (normalized) is 0.0847. (8) The peptide sequence is LAYFPVFRFLNGS. The MHC is HLA-A01:01 with pseudo-sequence HLA-A01:01. The binding affinity (normalized) is 0.0339. (9) The peptide sequence is IEEMIKKSEI. The MHC is Mamu-A11 with pseudo-sequence Mamu-A11. The binding affinity (normalized) is 0.415.